Dataset: hERG Central: cardiac toxicity at 1µM, 10µM, and general inhibition. Task: Predict hERG channel inhibition at various concentrations. The drug is Cc1ccc(-c2cc(C(=O)N3CCCc4ccccc43)no2)cc1. Results: hERG_inhib (hERG inhibition (general)): blocker.